This data is from Full USPTO retrosynthesis dataset with 1.9M reactions from patents (1976-2016). The task is: Predict the reactants needed to synthesize the given product. (1) Given the product [Cl:17][C:18]1[CH:19]=[CH:20][C:21]([N:24]2[CH:28]=[CH:27][C:26]([O:29][CH2:2][C:3]3[C:8]([I:9])=[CH:7][CH:6]=[CH:5][C:4]=3[N:10]3[C:14](=[O:15])[N:13]([CH3:16])[N:12]=[N:11]3)=[N:25]2)=[CH:22][CH:23]=1, predict the reactants needed to synthesize it. The reactants are: Br[CH2:2][C:3]1[C:8]([I:9])=[CH:7][CH:6]=[CH:5][C:4]=1[N:10]1[C:14](=[O:15])[N:13]([CH3:16])[N:12]=[N:11]1.[Cl:17][C:18]1[CH:23]=[CH:22][C:21]([N:24]2[CH:28]=[CH:27][C:26]([OH:29])=[N:25]2)=[CH:20][CH:19]=1.C(=O)([O-])[O-].[K+].[K+].C(#N)C. (2) Given the product [CH3:6][O:7][CH:8]([O:21][CH3:22])[CH2:9][N:10]([C:11]1[CH:12]=[CH:13][C:14]2[CH2:17][CH:16]([C:18]#[N:19])[C:15]=2[CH:20]=1)[S:1]([CH3:4])(=[O:3])=[O:2], predict the reactants needed to synthesize it. The reactants are: [S:1](Cl)([CH3:4])(=[O:3])=[O:2].[CH3:6][O:7][CH:8]([O:21][CH3:22])[CH2:9][NH:10][C:11]1[CH:12]=[CH:13][C:14]2[CH2:17][CH:16]([C:18]#[N:19])[C:15]=2[CH:20]=1.N1C=CC=CC=1.C([O-])(O)=O.[Na+]. (3) Given the product [CH2:32]([O:34][CH:35]([O:38][CH2:39][CH3:40])[CH2:36][NH:1][C:2]1[CH:3]=[N:4][N:5]([C@H:7]([CH3:24])[C@:8]([C:16]2[CH:21]=[CH:20][C:19]([F:22])=[CH:18][C:17]=2[F:23])([OH:15])[CH2:9][N:10]2[CH:14]=[N:13][CH:12]=[N:11]2)[CH:6]=1)[CH3:33], predict the reactants needed to synthesize it. The reactants are: [NH2:1][C:2]1[CH:3]=[N:4][N:5]([C@H:7]([CH3:24])[C@:8]([C:16]2[CH:21]=[CH:20][C:19]([F:22])=[CH:18][C:17]=2[F:23])([OH:15])[CH2:9][N:10]2[CH:14]=[N:13][CH:12]=[N:11]2)[CH:6]=1.C(N(CC)CC)C.[CH2:32]([O:34][CH:35]([O:38][CH2:39][CH3:40])[CH2:36]Br)[CH3:33]. (4) Given the product [Br:1][C:2]1[CH:3]=[C:4]([CH2:10][CH:11]([NH2:22])[CH2:12][CH3:13])[CH:5]=[CH:6][C:7]=1[O:8][CH3:9], predict the reactants needed to synthesize it. The reactants are: [Br:1][C:2]1[CH:3]=[C:4]([CH2:10][C:11](=O)[CH2:12][CH3:13])[CH:5]=[CH:6][C:7]=1[O:8][CH3:9].C([O-])(=O)C.[NH4+].[BH3-]C#[N:22].[Na+]. (5) Given the product [CH3:34][O:33][CH2:32][CH2:31][O:1][C:2]1[C:11]([O:12][C:13]([C:15]2[CH:20]=[CH:19][CH:18]=[CH:17][CH:16]=2)=[O:14])=[CH:10][CH:9]=[CH:8][C:3]=1[C:4]([O:6][CH3:7])=[O:5], predict the reactants needed to synthesize it. The reactants are: [OH:1][C:2]1[C:11]([O:12][C:13]([C:15]2[CH:20]=[CH:19][CH:18]=[CH:17][CH:16]=2)=[O:14])=[CH:10][CH:9]=[CH:8][C:3]=1[C:4]([O:6][CH3:7])=[O:5].C(=O)([O-])[O-].[K+].[K+].C(#N)C.Br[CH2:31][CH2:32][O:33][CH3:34].